Task: Predict the reaction yield, written as a fraction of the theoretical maximum amount of product (1.0 means a 100% yield; for example, 0.34 means a 34% yield).. Dataset: Reaction yield outcomes from USPTO patents with 853,638 reactions (1) The reactants are [CH2:1]([N:8]1[CH:12]=[C:11]([CH:13]=O)[C:10]([CH:15]([CH2:18][CH3:19])[CH2:16][CH3:17])=[N:9]1)[C:2]1[CH:7]=[CH:6][CH:5]=[CH:4][CH:3]=1.C(OP([CH2:28][C:29]([O:31][CH2:32][CH3:33])=[O:30])(OCC)=O)C.CN(C)C=O.[H-].[Na+]. The catalyst is O. The product is [CH2:1]([N:8]1[CH:12]=[C:11](/[CH:13]=[CH:28]/[C:29]([O:31][CH2:32][CH3:33])=[O:30])[C:10]([CH:15]([CH2:18][CH3:19])[CH2:16][CH3:17])=[N:9]1)[C:2]1[CH:7]=[CH:6][CH:5]=[CH:4][CH:3]=1. The yield is 0.970. (2) The yield is 0.780. The reactants are [OH:1][C@@H:2]1[CH2:6][CH2:5][CH2:4][C@H:3]1[O:7][C:8]([NH:10][CH2:11][C:12]1([CH2:18][C:19]([OH:21])=[O:20])[CH2:17][CH2:16][CH2:15][CH2:14][CH2:13]1)=[O:9].C1(N=C=NC2CCCCC2)CCCCC1.[CH2:37](O)[C:38]1[CH:43]=[CH:42][CH:41]=[CH:40][CH:39]=1. The product is [OH:1][C@@H:2]1[CH2:6][CH2:5][CH2:4][C@H:3]1[O:7][C:8]([NH:10][CH2:11][C:12]1([CH2:18][C:19]([O:21][CH2:37][C:38]2[CH:43]=[CH:42][CH:41]=[CH:40][CH:39]=2)=[O:20])[CH2:17][CH2:16][CH2:15][CH2:14][CH2:13]1)=[O:9]. The catalyst is CN(C1C=CN=CC=1)C.ClCCl.